This data is from Full USPTO retrosynthesis dataset with 1.9M reactions from patents (1976-2016). The task is: Predict the reactants needed to synthesize the given product. (1) Given the product [Cl:34][C:35]1[CH:36]=[C:37]([CH:54]=[CH:55][CH:56]=1)[CH2:38][NH:39][C:40]1[N:53]=[C:43]2[C:44]([O:51][CH3:52])=[CH:45][C:46]([C:48]([N:64]3[CH2:63][CH:62]([CH3:65])[CH2:58][CH2:57][CH:59]3[CH2:60][CH2:13][OH:17])=[O:50])=[CH:47][N:42]2[N:41]=1, predict the reactants needed to synthesize it. The reactants are: C(N(CC)C(C)C)(C)C.CN([C:13]([O:17]N1N=NC2C=CC=NC1=2)=[N+](C)C)C.F[P-](F)(F)(F)(F)F.[Cl:34][C:35]1[CH:36]=[C:37]([CH:54]=[CH:55][CH:56]=1)[CH2:38][NH:39][C:40]1[N:53]=[C:43]2[C:44]([O:51][CH3:52])=[CH:45][C:46]([C:48]([OH:50])=O)=[CH:47][N:42]2[N:41]=1.[CH2:57]([CH:59]1[NH:64][CH2:63][CH:62]([CH3:65])N[C:60]1=O)[CH3:58]. (2) Given the product [OH:27][CH2:26][CH2:25][N:22]1[CH2:21][CH2:20][N:19]([C:4]2[CH:5]=[CH:6][C:7](/[CH:8]=[CH:9]/[C:10]3[C:18]4[C:13](=[CH:14][CH:15]=[CH:16][CH:17]=4)[NH:12][N:11]=3)=[C:2]([N:1]3[C:31](=[O:32])[C:30]4[C:29](=[CH:37][CH:36]=[CH:35][CH:34]=4)[C:28]3=[O:33])[CH:3]=2)[CH2:24][CH2:23]1, predict the reactants needed to synthesize it. The reactants are: [NH2:1][C:2]1[CH:3]=[C:4]([N:19]2[CH2:24][CH2:23][N:22]([CH2:25][CH2:26][OH:27])[CH2:21][CH2:20]2)[CH:5]=[CH:6][C:7]=1/[CH:8]=[CH:9]/[C:10]1[C:18]2[C:13](=[CH:14][CH:15]=[CH:16][CH:17]=2)[NH:12][N:11]=1.[C:28]1(=O)[O:33][C:31](=[O:32])[C:30]2=[CH:34][CH:35]=[CH:36][CH:37]=[C:29]12.C(N(CC)CC)C.O.